Task: Regression/Classification. Given a drug SMILES string, predict its absorption, distribution, metabolism, or excretion properties. Task type varies by dataset: regression for continuous measurements (e.g., permeability, clearance, half-life) or binary classification for categorical outcomes (e.g., BBB penetration, CYP inhibition). Dataset: cyp2c9_substrate_carbonmangels.. Dataset: CYP2C9 substrate classification data from Carbon-Mangels et al. The molecule is Cc1ccc(-c2cc(C(F)(F)F)nn2-c2ccc(S(N)(=O)=O)cc2)cc1. The result is 1 (substrate).